From a dataset of Full USPTO retrosynthesis dataset with 1.9M reactions from patents (1976-2016). Predict the reactants needed to synthesize the given product. (1) The reactants are: [Cl:1][C:2]1[CH:7]=[CH:6][CH:5]=[C:4]([Cl:8])[C:3]=1[NH:9][C:10]1[NH:14][C:13]2[C:15]([N+:24]([O-])=O)=[C:16]([OH:23])[C:17]([C:19]([O:21][CH3:22])=[O:20])=[CH:18][C:12]=2[N:11]=1.C(O)(=O)C. Given the product [NH2:24][C:15]1[C:13]2[NH:14][C:10]([NH:9][C:3]3[C:4]([Cl:8])=[CH:5][CH:6]=[CH:7][C:2]=3[Cl:1])=[N:11][C:12]=2[CH:18]=[C:17]([C:19]([O:21][CH3:22])=[O:20])[C:16]=1[OH:23], predict the reactants needed to synthesize it. (2) Given the product [CH2:27]([O:29][C:30](=[O:47])[CH2:31][C:32]1[CH:37]=[CH:36][C:35]([C:21]2[CH:22]=[CH:23][C:18]([C:17]3[O:16][N:15]=[C:14]([CH3:25])[C:13]=3[NH:12][C:11]([O:10][C@H:8]([C:3]3[CH:4]=[CH:5][CH:6]=[CH:7][C:2]=3[Cl:1])[CH3:9])=[O:26])=[CH:19][CH:20]=2)=[CH:34][CH:33]=1)[CH3:28], predict the reactants needed to synthesize it. The reactants are: [Cl:1][C:2]1[CH:7]=[CH:6][CH:5]=[CH:4][C:3]=1[C@@H:8]([O:10][C:11](=[O:26])[NH:12][C:13]1[C:14]([CH3:25])=[N:15][O:16][C:17]=1[C:18]1[CH:23]=[CH:22][C:21](Br)=[CH:20][CH:19]=1)[CH3:9].[CH2:27]([O:29][C:30](=[O:47])[CH2:31][C:32]1[CH:37]=[CH:36][C:35](B2OC(C)(C)C(C)(C)O2)=[CH:34][CH:33]=1)[CH3:28]. (3) Given the product [CH3:1][N:2]([CH3:16])[CH2:3][CH2:4][CH2:5][O:6][C:7]1[CH:15]=[CH:14][C:10]([C:11]([Cl:20])=[O:12])=[CH:9][CH:8]=1, predict the reactants needed to synthesize it. The reactants are: [CH3:1][N:2]([CH3:16])[CH2:3][CH2:4][CH2:5][O:6][C:7]1[CH:15]=[CH:14][C:10]([C:11](O)=[O:12])=[CH:9][CH:8]=1.C(Cl)(=O)C([Cl:20])=O. (4) Given the product [C:25]([C:27]1[CH:28]=[C:29]([CH:35]=[CH:36][CH:37]=1)[C:30]([NH:32][C:33]1[N:12]([CH2:13][CH2:14][CH2:15][O:16][CH3:17])[C:3]2=[N:4][CH:5]=[C:6]([C:7]([O:9][CH3:10])=[O:8])[CH:11]=[C:2]2[N:1]=1)=[O:31])#[N:26], predict the reactants needed to synthesize it. The reactants are: [NH2:1][C:2]1[C:3]([NH:12][CH2:13][CH2:14][CH2:15][O:16][CH3:17])=[N:4][CH:5]=[C:6]([CH:11]=1)[C:7]([O:9][CH3:10])=[O:8].C(N(CC)CC)C.[C:25]([C:27]1[CH:28]=[C:29]([CH:35]=[CH:36][CH:37]=1)[C:30]([N:32]=[C:33]=S)=[O:31])#[N:26].C(Cl)CCl. (5) Given the product [Cl:1][C:2]1[CH:10]=[CH:9][C:5]([C:6]([O:8][CH3:16])=[O:7])=[CH:4][N:3]=1, predict the reactants needed to synthesize it. The reactants are: [Cl:1][C:2]1[CH:10]=[CH:9][C:5]([C:6]([OH:8])=[O:7])=[CH:4][N:3]=1.OS(O)(=O)=O.[CH3:16]O. (6) The reactants are: [Cl:1][CH2:2][C:3](Cl)=[O:4].[CH3:6][O:7][C:8]1[CH:18]=[CH:17][C:11]([CH2:12][S:13][CH2:14][CH2:15][NH2:16])=[CH:10][CH:9]=1.C(N(CC)CC)C. Given the product [CH3:6][O:7][C:8]1[CH:18]=[CH:17][C:11]([CH2:12][S:13][CH2:14][CH2:15][NH:16][C:3](=[O:4])[CH2:2][Cl:1])=[CH:10][CH:9]=1, predict the reactants needed to synthesize it. (7) The reactants are: [CH2:1]([N:8]1[CH2:13][CH2:12][CH:11]([NH:14][C:15]2[CH:20]=[CH:19][C:18]([C:21]3[C:29]4[C:24](=[CH:25][C:26]([F:30])=[CH:27][CH:28]=4)[NH:23][CH:22]=3)=[CH:17][N:16]=2)[CH2:10][CH2:9]1)[C:2]1C=CC=CC=1. Given the product [CH2:1]([N:8]1[CH2:9][CH2:10][CH:11]([NH:14][C:15]2[CH:20]=[CH:19][C:18]([C:21]3[C:29]4[C:24](=[CH:25][C:26]([F:30])=[CH:27][CH:28]=4)[NH:23][CH:22]=3)=[CH:17][N:16]=2)[CH2:12][CH2:13]1)[CH3:2], predict the reactants needed to synthesize it. (8) Given the product [ClH:30].[CH3:1][C:2]1[NH:6][N:5]=[CH:4][C:3]=1[C:7]1[S:15][C:14]2[C:13](=[O:16])[NH:12][C:11](/[CH:17]=[CH:18]/[C:19]3[CH:24]=[CH:23][CH:22]=[CH:21][CH:20]=3)=[N:10][C:9]=2[CH:8]=1, predict the reactants needed to synthesize it. The reactants are: [CH3:1][C:2]1[NH:6][N:5]=[CH:4][C:3]=1[C:7]1[S:15][C:14]2[C:13](=[O:16])[NH:12][C:11]([CH:17](N3CCCC3)[CH2:18][C:19]3[CH:24]=[CH:23][CH:22]=[CH:21][CH:20]=3)=[N:10][C:9]=2[CH:8]=1.[ClH:30].C(OCC)(=O)C. (9) The reactants are: C[O:2][C:3](=[O:28])[C@H:4]([CH2:20][C:21]1[CH:26]=[CH:25][C:24]([NH2:27])=[CH:23][CH:22]=1)[NH:5][C:6]([C:8]1([CH2:13][C:14]2[CH:19]=[CH:18][CH:17]=[CH:16][CH:15]=2)[CH2:12][CH2:11][CH2:10][CH2:9]1)=[O:7].[Cl:29][C:30]1[CH:38]=[CH:37][CH:36]=[C:35]([Cl:39])[C:31]=1[C:32](Cl)=[O:33].N1C(C)=CC=CC=1C. Given the product [Cl:29][C:30]1[CH:38]=[CH:37][CH:36]=[C:35]([Cl:39])[C:31]=1[C:32]([NH:27][C:24]1[CH:23]=[CH:22][C:21]([CH2:20][C@@H:4]([C:3]([OH:2])=[O:28])[NH:5][C:6]([C:8]2([CH2:13][C:14]3[CH:19]=[CH:18][CH:17]=[CH:16][CH:15]=3)[CH2:9][CH2:10][CH2:11][CH2:12]2)=[O:7])=[CH:26][CH:25]=1)=[O:33], predict the reactants needed to synthesize it.